Dataset: Full USPTO retrosynthesis dataset with 1.9M reactions from patents (1976-2016). Task: Predict the reactants needed to synthesize the given product. (1) Given the product [F:1][C:2]1[C:3]([C:19]2[CH:20]=[N:21][N:22]([C:24]3([CH2:28][C:29]#[N:30])[CH2:27][N:26]([CH:32]4[CH2:37][CH2:36][NH:35][CH2:34][CH2:33]4)[CH2:25]3)[CH:23]=2)=[C:4]2[CH:10]=[CH:9][N:8]([CH2:11][O:12][CH2:13][CH2:14][Si:15]([CH3:17])([CH3:18])[CH3:16])[C:5]2=[N:6][CH:7]=1, predict the reactants needed to synthesize it. The reactants are: [F:1][C:2]1[C:3]([C:19]2[CH:20]=[N:21][N:22]([C:24]3([CH2:28][C:29]#[N:30])[CH2:27][NH:26][CH2:25]3)[CH:23]=2)=[C:4]2[CH:10]=[CH:9][N:8]([CH2:11][O:12][CH2:13][CH2:14][Si:15]([CH3:18])([CH3:17])[CH3:16])[C:5]2=[N:6][CH:7]=1.O=[C:32]1[CH2:37][CH2:36][N:35](C(OC(C)(C)C)=O)[CH2:34][CH2:33]1.C(N(CC)C(C)C)(C)C.C(O[BH-](OC(=O)C)OC(=O)C)(=O)C.[Na+].Cl.O1CCOCC1. (2) Given the product [Cl:24][C:21]1[N:20]=[N:19][C:18]([NH:17][C:11]([C:4]2[C:5](=[O:10])[N:6]([CH3:9])[C:7]([CH3:8])=[C:2]([Cl:1])[C:3]=2[OH:16])=[O:13])=[CH:23][CH:22]=1, predict the reactants needed to synthesize it. The reactants are: [Cl:1][C:2]1[C:3]([OH:16])=[C:4]([C:11]([O:13]CC)=O)[C:5](=[O:10])[N:6]([CH3:9])[C:7]=1[CH3:8].[NH2:17][C:18]1[N:19]=[N:20][C:21]([Cl:24])=[CH:22][CH:23]=1.BrC1C=CC=CC=1. (3) Given the product [CH3:1][O:2][C:3]([C:5]1[S:6][C:7]([C:11]2[CH:16]=[CH:15][CH:14]=[CH:13][CH:12]=2)=[CH:8][C:9]=1[NH:10][CH:20]1[CH2:21][CH2:22][S:17][CH2:18][CH2:19]1)=[O:4], predict the reactants needed to synthesize it. The reactants are: [CH3:1][O:2][C:3]([C:5]1[S:6][C:7]([C:11]2[CH:16]=[CH:15][CH:14]=[CH:13][CH:12]=2)=[CH:8][C:9]=1[NH2:10])=[O:4].[S:17]1[CH2:22][CH2:21][C:20](=O)[CH2:19][CH2:18]1.C1([SiH3])C=CC=CC=1. (4) Given the product [CH:22]([C:2]1[C:11]2[C:6](=[CH:7][CH:8]=[C:9]([O:12][CH3:13])[N:10]=2)[N:5]=[CH:4][C:3]=1[C:14]#[N:15])=[CH2:23], predict the reactants needed to synthesize it. The reactants are: Cl[C:2]1[C:11]2[C:6](=[CH:7][CH:8]=[C:9]([O:12][CH3:13])[N:10]=2)[N:5]=[CH:4][C:3]=1[C:14]#[N:15].C(=O)([O-])[O-].[K+].[K+].[CH2:22](OCC)[CH3:23]. (5) Given the product [CH2:3]1[CH2:2][CH:1]([NH:7][C:8]([C@H:10]([CH2:11][CH2:12][CH3:13])[C:22]([NH:19][C@:30]([C:32]2[CH:33]=[CH:34][CH:35]=[CH:36][CH:37]=2)([OH:31])[CH2:29][CH2:38][N:39]2[CH2:40][CH2:41][O:42][CH2:43][CH2:44]2)=[O:46])=[O:9])[CH2:6][CH2:5][CH2:4]1, predict the reactants needed to synthesize it. The reactants are: [CH:1]1([NH:7][C:8]([CH2:10][CH2:11][CH2:12][CH2:13]C(O)=O)=[O:9])[CH2:6][CH2:5][CH2:4][CH2:3][CH2:2]1.C([N:19]([CH2:22]C)CC)C.C(Cl)CCl.N[C@@H:29]([CH2:38][N:39]1[CH2:44][CH2:43][O:42][CH2:41][CH2:40]1)[C@H:30]([C:32]1[CH:37]=[CH:36][CH:35]=[CH:34][CH:33]=1)[OH:31].C[OH:46]. (6) Given the product [CH3:1][O:2][C:3]1[C:19]([NH2:20])=[C:7]2[N:8]=[C:9]([C:11]([N:13]3[CH2:14][CH2:15][O:16][CH2:17][CH2:18]3)=[O:12])[S:10][C:6]2=[CH:5][CH:4]=1, predict the reactants needed to synthesize it. The reactants are: [CH3:1][O:2][C:3]1[CH:4]=[CH:5][C:6]2[S:10][C:9]([C:11]([N:13]3[CH2:18][CH2:17][O:16][CH2:15][CH2:14]3)=[O:12])=[N:8][C:7]=2[C:19]=1[N+:20]([O-])=O.